This data is from Peptide-MHC class II binding affinity with 134,281 pairs from IEDB. The task is: Regression. Given a peptide amino acid sequence and an MHC pseudo amino acid sequence, predict their binding affinity value. This is MHC class II binding data. (1) The peptide sequence is VIPEGWKADTAYESK. The MHC is DRB1_0802 with pseudo-sequence DRB1_0802. The binding affinity (normalized) is 0.140. (2) The peptide sequence is SQDLELSWNLNGLQAL. The MHC is HLA-DQA10101-DQB10501 with pseudo-sequence HLA-DQA10101-DQB10501. The binding affinity (normalized) is 0.917.